This data is from Full USPTO retrosynthesis dataset with 1.9M reactions from patents (1976-2016). The task is: Predict the reactants needed to synthesize the given product. The reactants are: [CH2:1]([NH2:4])[C:2]#[CH:3].C(N(CC)CC)C.[C:12](O[C:12]([O:14][C:15]([CH3:18])([CH3:17])[CH3:16])=[O:13])([O:14][C:15]([CH3:18])([CH3:17])[CH3:16])=[O:13]. Given the product [C:15]([O:14][C:12]([NH:4][CH2:1][C:2]#[CH:3])=[O:13])([CH3:18])([CH3:17])[CH3:16], predict the reactants needed to synthesize it.